From a dataset of Reaction yield outcomes from USPTO patents with 853,638 reactions. Predict the reaction yield, written as a fraction of the theoretical maximum amount of product (1.0 means a 100% yield; for example, 0.34 means a 34% yield). (1) The reactants are [CH3:1][C:2]1[CH:3]=[CH:4][C:5]([N+:10]([O-:12])=[O:11])=[C:6]([CH2:8]O)[CH:7]=1.P(Br)(Br)[Br:14].C([O-])(O)=O.[Na+]. The catalyst is C(Cl)Cl. The product is [Br:14][CH2:8][C:6]1[CH:7]=[C:2]([CH3:1])[CH:3]=[CH:4][C:5]=1[N+:10]([O-:12])=[O:11]. The yield is 0.950. (2) The reactants are [NH:1]1[CH2:6][CH2:5][CH:4]([C:7]2[CH:8]=[CH:9][C:10]3[O:19][CH2:18][CH2:17][C:16]4[N:12]([N:13]=[C:14]([C:20]5[N:21]([CH2:25][C:26]([F:29])([F:28])[F:27])[N:22]=[CH:23][N:24]=5)[CH:15]=4)[C:11]=3[CH:30]=2)[CH2:3][CH2:2]1.C(N(CC)CC)C.[CH:38]([S:40]([CH:43]=C)(=[O:42])=[O:41])=[CH2:39].CO. The catalyst is C(Cl)Cl. The product is [CH3:43][S:40]([CH2:38][CH2:39][N:1]1[CH2:2][CH2:3][CH:4]([C:7]2[CH:8]=[CH:9][C:10]3[O:19][CH2:18][CH2:17][C:16]4[N:12]([N:13]=[C:14]([C:20]5[N:21]([CH2:25][C:26]([F:29])([F:27])[F:28])[N:22]=[CH:23][N:24]=5)[CH:15]=4)[C:11]=3[CH:30]=2)[CH2:5][CH2:6]1)(=[O:42])=[O:41]. The yield is 0.850. (3) The reactants are [Br:1][C:2]1[CH:3]=[C:4]2[C:8](=[CH:9][CH:10]=1)[C@H:7]([NH2:11])[CH2:6][CH2:5]2.Cl[CH2:13][C:14]1([CH:27]=O)[CH2:19][CH2:18][N:17]([C:20]([O:22][C:23]([CH3:26])([CH3:25])[CH3:24])=[O:21])[CH2:16][CH2:15]1.C([BH3-])#N.[Na+].[OH-].[Na+]. The catalyst is CO.C1COCC1.C(Cl)Cl. The product is [Br:1][C:2]1[CH:3]=[C:4]2[C:8](=[CH:9][CH:10]=1)[C@H:7]([N:11]1[CH2:13][C:14]3([CH2:15][CH2:16][N:17]([C:20]([O:22][C:23]([CH3:26])([CH3:25])[CH3:24])=[O:21])[CH2:18][CH2:19]3)[CH2:27]1)[CH2:6][CH2:5]2. The yield is 0.900. (4) The product is [N+:21]([C:18]1[CH:17]=[C:13]([C:14]2[O:1][N:2]=[C:3]([C:5]3[CH:10]=[CH:9][CH:8]=[CH:7][N:6]=3)[N:4]=2)[CH:12]=[CH:20][CH:19]=1)([O-:23])=[O:22]. The reactants are [OH:1][NH:2][C:3]([C:5]1[CH:10]=[CH:9][CH:8]=[CH:7][N:6]=1)=[NH:4].F[C:12]1[CH:20]=[CH:19][C:18]([N+:21]([O-:23])=[O:22])=[CH:17][C:13]=1[C:14](O)=O. The yield is 0.290. No catalyst specified. (5) The reactants are [CH:1]([C:4]1[CH:9]=[CH:8][C:7]([CH:10]2[C:14]3[C:15]([CH3:22])=[C:16]([NH2:21])[C:17]([CH3:20])=[C:18]([CH3:19])[C:13]=3[O:12][C:11]2([CH3:24])[CH3:23])=[CH:6][CH:5]=1)([CH3:3])[CH3:2].[F:25][C:26]1[CH:34]=[CH:33][C:29]([C:30](Cl)=[O:31])=[CH:28][CH:27]=1. No catalyst specified. The product is [F:25][C:26]1[CH:34]=[CH:33][C:29]([C:30]([NH:21][C:16]2[C:17]([CH3:20])=[C:18]([CH3:19])[C:13]3[O:12][C:11]([CH3:24])([CH3:23])[CH:10]([C:7]4[CH:8]=[CH:9][C:4]([CH:1]([CH3:3])[CH3:2])=[CH:5][CH:6]=4)[C:14]=3[C:15]=2[CH3:22])=[O:31])=[CH:28][CH:27]=1. The yield is 0.650. (6) The reactants are C([O:3][C:4](=[O:21])[CH:5]([C:12]1[CH:17]=[CH:16][C:15]([N+:18]([O-:20])=[O:19])=[CH:14][CH:13]=1)[CH2:6][CH:7]1[CH2:11][CH2:10][CH2:9][CH2:8]1)C.[OH-].[Li+]. The catalyst is O1CCCC1.O. The product is [CH:7]1([CH2:6][CH:5]([C:12]2[CH:17]=[CH:16][C:15]([N+:18]([O-:20])=[O:19])=[CH:14][CH:13]=2)[C:4]([OH:21])=[O:3])[CH2:11][CH2:10][CH2:9][CH2:8]1. The yield is 0.936. (7) The catalyst is CO.[Pd]. The yield is 0.542. The reactants are [F:1][C:2]1[C:3]([CH3:26])=[CH:4][C:5]([N+:23]([O-])=O)=[C:6]([CH:8]([C:16]([O:18][C:19]([CH3:22])([CH3:21])[CH3:20])=[O:17])[C:9]([O:11][C:12]([CH3:15])([CH3:14])[CH3:13])=[O:10])[CH:7]=1. The product is [NH2:23][C:5]1[CH:4]=[C:3]([CH3:26])[C:2]([F:1])=[CH:7][C:6]=1[CH:8]([C:9]([O:11][C:12]([CH3:15])([CH3:14])[CH3:13])=[O:10])[C:16]([O:18][C:19]([CH3:22])([CH3:20])[CH3:21])=[O:17]. (8) The reactants are [F:1][C:2]1[CH:7]=[CH:6][C:5]([C:8]2[S:9][C:10]3[N:11]=[C:12]([NH2:21])[N:13]=[C:14](S(C)(=O)=O)[C:15]=3[N:16]=2)=[CH:4][CH:3]=1.C(N(CC)CC)C.[NH:29]1[CH2:34][CH2:33][NH:32][CH2:31][CH2:30]1. The catalyst is O1CCOCC1. The product is [F:1][C:2]1[CH:7]=[CH:6][C:5]([C:8]2[S:9][C:10]3[N:11]=[C:12]([NH2:21])[N:13]=[C:14]([N:29]4[CH2:34][CH2:33][NH:32][CH2:31][CH2:30]4)[C:15]=3[N:16]=2)=[CH:4][CH:3]=1. The yield is 0.670.